Dataset: Catalyst prediction with 721,799 reactions and 888 catalyst types from USPTO. Task: Predict which catalyst facilitates the given reaction. (1) Reactant: [F:1][C:2]1[CH:7]=[CH:6][C:5]([C:8]2[CH:12]=[CH:11][N:10]([C:13]3[N:36]=[CH:35][CH:34]=[CH:33][C:14]=3[C:15]([NH:17][CH:18]([CH2:26][C:27]3[CH:32]=[CH:31][CH:30]=[CH:29][CH:28]=3)[CH:19]([OH:25])[C:20]([O:22]CC)=[O:21])=[O:16])[N:9]=2)=[CH:4][CH:3]=1.O1CCCC1.C(Cl)Cl.CO. Product: [F:1][C:2]1[CH:7]=[CH:6][C:5]([C:8]2[CH:12]=[CH:11][N:10]([C:13]3[N:36]=[CH:35][CH:34]=[CH:33][C:14]=3[C:15]([NH:17][CH:18]([CH2:26][C:27]3[CH:28]=[CH:29][CH:30]=[CH:31][CH:32]=3)[CH:19]([OH:25])[C:20]([OH:22])=[O:21])=[O:16])[N:9]=2)=[CH:4][CH:3]=1. The catalyst class is: 6. (2) Reactant: [NH2:1][CH:2]1[CH2:6][CH2:5][NH:4][C:3]1=[O:7].[Br:8][C:9]1[CH:14]=[CH:13][N:12]=[C:11]([CH:15]=O)[CH:10]=1. Product: [Br:8][C:9]1[CH:14]=[CH:13][N:12]=[C:11](/[CH:15]=[N:1]/[CH:2]2[CH2:6][CH2:5][NH:4][C:3]2=[O:7])[CH:10]=1. The catalyst class is: 5. (3) Reactant: [F:1][C:2]([F:47])([F:46])[CH2:3][CH2:4][S:5]([O:8][C:9]1[CH:14]=[CH:13][C:12]([N:15]2[C:19]([CH3:20])=[C:18]([C:21]([NH:23][C@H:24]3[CH2:29][CH2:28][CH2:27][CH2:26][C@H:25]3[NH:30]C(OC(C)(C)C)=O)=[O:22])[N:17]=[C:16]2[C:38]2[CH:43]=[CH:42][C:41]([Cl:44])=[CH:40][C:39]=2[Cl:45])=[CH:11][CH:10]=1)(=[O:7])=[O:6].S(Cl)(Cl)=O. Product: [F:47][C:2]([F:1])([F:46])[CH2:3][CH2:4][S:5]([O:8][C:9]1[CH:14]=[CH:13][C:12]([N:15]2[C:19]([CH3:20])=[C:18]([C:21]([NH:23][C@H:24]3[CH2:29][CH2:28][CH2:27][CH2:26][C@H:25]3[NH2:30])=[O:22])[N:17]=[C:16]2[C:38]2[CH:43]=[CH:42][C:41]([Cl:44])=[CH:40][C:39]=2[Cl:45])=[CH:11][CH:10]=1)(=[O:7])=[O:6]. The catalyst class is: 5. (4) Reactant: [CH:1]1([N:4]([CH3:11])[CH2:5]/[CH:6]=[CH:7]/[C:8](O)=[O:9])[CH2:3][CH2:2]1.CN(C=O)C.C(Cl)(=O)C([Cl:20])=O. Product: [CH:1]1([N:4]([CH3:11])[CH2:5]/[CH:6]=[CH:7]/[C:8]([Cl:20])=[O:9])[CH2:3][CH2:2]1. The catalyst class is: 2. (5) Reactant: Br[C:2]1[CH:21]=[CH:20][CH:19]=[CH:18][C:3]=1[O:4][CH:5]1[CH2:10][CH2:9][N:8]([C:11]([O:13][C:14]([CH3:17])([CH3:16])[CH3:15])=[O:12])[CH2:7][CH2:6]1.[N:22]1[CH:27]=[CH:26][C:25](B(O)O)=[CH:24][CH:23]=1.C(=O)([O-])[O-].[Na+].[Na+].COCCOC. Product: [N:22]1[CH:27]=[CH:26][C:25]([C:2]2[CH:21]=[CH:20][CH:19]=[CH:18][C:3]=2[O:4][CH:5]2[CH2:10][CH2:9][N:8]([C:11]([O:13][C:14]([CH3:17])([CH3:16])[CH3:15])=[O:12])[CH2:7][CH2:6]2)=[CH:24][CH:23]=1. The catalyst class is: 103.